Dataset: Peptide-MHC class II binding affinity with 134,281 pairs from IEDB. Task: Regression. Given a peptide amino acid sequence and an MHC pseudo amino acid sequence, predict their binding affinity value. This is MHC class II binding data. (1) The peptide sequence is IRYQTTATKSEHTGR. The MHC is DRB5_0101 with pseudo-sequence DRB5_0101. The binding affinity (normalized) is 0.740. (2) The peptide sequence is LPINALSNSLLRHHNLVYST. The MHC is DRB1_0301 with pseudo-sequence DRB1_0301. The binding affinity (normalized) is 0.482. (3) The peptide sequence is EKKYFAATKFEPLAA. The MHC is HLA-DPA10201-DPB10101 with pseudo-sequence HLA-DPA10201-DPB10101. The binding affinity (normalized) is 0.968.